This data is from Forward reaction prediction with 1.9M reactions from USPTO patents (1976-2016). The task is: Predict the product of the given reaction. (1) Given the reactants [Cl:1][C:2]1[CH:10]=[CH:9][CH:8]=[C:7]2[C:3]=1[C:4]([C:15](=[O:20])C(F)(F)F)=[CH:5][N:6]2[CH2:11][CH2:12][O:13][CH3:14].[OH-:21].[K+], predict the reaction product. The product is: [Cl:1][C:2]1[CH:10]=[CH:9][CH:8]=[C:7]2[C:3]=1[C:4]([C:15]([OH:20])=[O:21])=[CH:5][N:6]2[CH2:11][CH2:12][O:13][CH3:14]. (2) Given the reactants [H-].C([Al+]CC(C)C)C(C)C.[CH3:11][O:12][C:13]1[CH:18]=[CH:17][C:16]([C:19]2[CH:24]=[CH:23][C:22]([C:25]#N)=[CH:21][CH:20]=2)=[CH:15][CH:14]=1.Cl.[OH2:28], predict the reaction product. The product is: [CH3:11][O:12][C:13]1[CH:18]=[CH:17][C:16]([C:19]2[CH:24]=[CH:23][C:22]([CH:25]=[O:28])=[CH:21][CH:20]=2)=[CH:15][CH:14]=1. (3) Given the reactants [CH3:1][O:2][C:3]1[C:8](B(O)O)=[CH:7][CH:6]=[CH:5][N:4]=1.[C:12]1([CH3:18])[CH:17]=[CH:16][CH:15]=[CH:14]C=1.C(=O)([O-])[O-:20].[Na+].[Na+].[CH2:25]([OH:27])[CH3:26], predict the reaction product. The product is: [CH3:1][O:2][C:3]1[C:8]([C:18]2[CH2:12][CH2:17][CH2:16][C:15]=2[C:14]([O:27][CH2:25][CH3:26])=[O:20])=[CH:7][CH:6]=[CH:5][N:4]=1. (4) Given the reactants [Na].Cl[C:3]1[N:8]2[N:9]=[CH:10][CH:11]=[C:7]2[N:6]=[C:5]([NH:12][C:13](=[O:24])[C:14]2[CH:19]=[CH:18][C:17]([C:20]([OH:23])([CH3:22])[CH3:21])=[CH:16][CH:15]=2)[CH:4]=1.[O-:25][CH2:26][CH2:27][CH2:28][CH3:29].[Na+], predict the reaction product. The product is: [CH2:26]([O:25][C:3]1[N:8]2[N:9]=[CH:10][CH:11]=[C:7]2[N:6]=[C:5]([NH:12][C:13](=[O:24])[C:14]2[CH:19]=[CH:18][C:17]([C:20]([OH:23])([CH3:22])[CH3:21])=[CH:16][CH:15]=2)[CH:4]=1)[CH2:27][CH2:28][CH3:29]. (5) Given the reactants [OH-].[Na+].[NH2:3][CH2:4][C:5]1[CH:13]=[CH:12][C:8]([C:9]([OH:11])=[O:10])=[CH:7][CH:6]=1.[C:14]1([S:24](Cl)(=[O:26])=[O:25])[C:23]2[C:18](=[CH:19][CH:20]=[CH:21][CH:22]=2)[CH:17]=[CH:16][CH:15]=1.C(O)(=O)CC(CC(O)=O)(C(O)=O)O, predict the reaction product. The product is: [C:14]1([S:24]([NH:3][CH2:4][C:5]2[CH:6]=[CH:7][C:8]([C:9]([OH:11])=[O:10])=[CH:12][CH:13]=2)(=[O:26])=[O:25])[C:23]2[C:18](=[CH:19][CH:20]=[CH:21][CH:22]=2)[CH:17]=[CH:16][CH:15]=1. (6) Given the reactants [CH3:1][C:2]([CH3:16])([CH3:15])[C:3]#[C:4][C:5]1[CH:11]=[C:10]([N+:12]([O-:14])=[O:13])[CH:9]=[CH:8][C:6]=1[NH2:7], predict the reaction product. The product is: [C:2]([C:3]1[NH:7][C:6]2[C:5]([CH:4]=1)=[CH:11][C:10]([N+:12]([O-:14])=[O:13])=[CH:9][CH:8]=2)([CH3:16])([CH3:15])[CH3:1]. (7) Given the reactants FC(F)(F)S(O[C:7]1[CH:12]=[CH:11][C:10]([C:13]2[NH:21][C:16]3=[N:17][CH:18]=[CH:19][N:20]=[C:15]3[CH:14]=2)=[CH:9][CH:8]=1)(=O)=O.[O:24]1[CH2:29][CH2:28]O[CH2:26][CH2:25]1.O1C=CC=C1B(O)O.C(=O)([O-])[O-].[Na+].[Na+], predict the reaction product. The product is: [O:24]1[CH:29]=[CH:28][CH:26]=[C:25]1[C:7]1[CH:12]=[CH:11][C:10]([C:13]2[NH:21][C:16]3=[N:17][CH:18]=[CH:19][N:20]=[C:15]3[CH:14]=2)=[CH:9][CH:8]=1.